This data is from Full USPTO retrosynthesis dataset with 1.9M reactions from patents (1976-2016). The task is: Predict the reactants needed to synthesize the given product. (1) The reactants are: C([N:14]1[CH2:17][CH:16]([CH2:18][C:19]2[C:27]3[C:22](=[CH:23][CH:24]=[C:25]([C:28]#N)[CH:26]=3)[NH:21][CH:20]=2)[CH2:15]1)(C1C=CC=CC=1)C1C=CC=CC=1.C([O-])=O.[NH4+]. Given the product [NH:14]1[CH2:17][CH:16]([CH2:18][C:19]2[C:27]3[C:22](=[CH:23][CH:24]=[C:25]([CH3:28])[CH:26]=3)[NH:21][CH:20]=2)[CH2:15]1, predict the reactants needed to synthesize it. (2) Given the product [OH:1][C:2]1[CH:3]=[CH:4][C:5]2[C:9]([O:10][C:11]3[CH:12]=[CH:13][C:14](/[CH:17]=[CH:18]/[C:19]([O:21][C:32]([CH3:35])([CH3:34])[CH3:33])=[O:20])=[CH:15][CH:16]=3)=[C:8]([C:22]3[CH:27]=[CH:26][CH:25]=[CH:24][C:23]=3[CH:28]([CH3:29])[CH3:30])[S:7][C:6]=2[CH:31]=1, predict the reactants needed to synthesize it. The reactants are: [OH:1][C:2]1[CH:3]=[CH:4][C:5]2[C:9]([O:10][C:11]3[CH:16]=[CH:15][C:14](/[CH:17]=[CH:18]/[C:19]([OH:21])=[O:20])=[CH:13][CH:12]=3)=[C:8]([C:22]3[CH:27]=[CH:26][CH:25]=[CH:24][C:23]=3[CH:28]([CH3:30])[CH3:29])[S:7][C:6]=2[CH:31]=1.[C:32](OC(O[C:32]([CH3:35])([CH3:34])[CH3:33])N(C)C)([CH3:35])([CH3:34])[CH3:33]. (3) Given the product [Cl:1][C:2]1[C:12]2[CH2:11][CH2:10][C@H:9]([NH2:13])[CH:8]=[CH:7][C:6]=2[C:5]([O:18][CH3:19])=[C:4]([N+:20]([O-:22])=[O:21])[CH:3]=1, predict the reactants needed to synthesize it. The reactants are: [Cl:1][C:2]1[C:12]2[CH2:11][CH2:10][C@H:9]([NH:13]C(=O)C)[CH2:8][CH:7](O)[C:6]=2[C:5]([O:18][CH3:19])=[C:4]([N+:20]([O-:22])=[O:21])[CH:3]=1.Cl.[OH-].[Na+].